From a dataset of Forward reaction prediction with 1.9M reactions from USPTO patents (1976-2016). Predict the product of the given reaction. (1) The product is: [CH3:20][C:18]([O:22][C:23]([NH:25][C@H:26]([C:28]([NH:8][C@@H:9]([CH2:16][CH3:17])/[CH:10]=[CH:11]/[C:12]([O:14][CH3:15])=[O:13])=[O:29])[CH3:27])=[O:24])([CH3:19])[CH3:21]. Given the reactants FC(F)(F)C(O)=O.[NH2:8][C@@H:9]([CH2:16][CH3:17])/[CH:10]=[CH:11]/[C:12]([O:14][CH3:15])=[O:13].[C:18]([O:22][C:23]([NH:25][C@H:26]([C:28](O)=[O:29])[CH3:27])=[O:24])([CH3:21])([CH3:20])[CH3:19].CCN=C=NCCCN(C)C.C1C=CC2N(O)N=NC=2C=1.CN1CCOCC1, predict the reaction product. (2) Given the reactants [OH:1][C:2]1[CH:7]=[CH:6][C:5]([N:8]2[C:13](=[O:14])[C:12]([CH2:15][C:16]3[CH:21]=[CH:20][C:19]([C:22]4[C:23]([C:28]#[N:29])=[CH:24][CH:25]=[CH:26][CH:27]=4)=[CH:18][CH:17]=3)=[C:11]([CH2:30][CH2:31][CH3:32])[N:10]=[C:9]2[CH3:33])=[CH:4][CH:3]=1.Br[CH:35]([CH3:40])[C:36]([O:38][CH3:39])=[O:37].C(=O)([O-])[O-].[Cs+].[Cs+].C(OCC)(=O)C, predict the reaction product. The product is: [C:28]([C:23]1[CH:24]=[CH:25][CH:26]=[CH:27][C:22]=1[C:19]1[CH:20]=[CH:21][C:16]([CH2:15][C:12]2[C:13](=[O:14])[N:8]([C:5]3[CH:4]=[CH:3][C:2]([O:1][CH:35]([CH3:40])[C:36]([O:38][CH3:39])=[O:37])=[CH:7][CH:6]=3)[C:9]([CH3:33])=[N:10][C:11]=2[CH2:30][CH2:31][CH3:32])=[CH:17][CH:18]=1)#[N:29].